Predict the product of the given reaction. From a dataset of Forward reaction prediction with 1.9M reactions from USPTO patents (1976-2016). (1) Given the reactants [OH:1][C@@H:2]1[C@H:6]([CH2:7][NH:8][C:9](=[O:16])[C@H:10]([CH2:12][CH:13]([CH3:15])[CH3:14])[NH2:11])[CH2:5][N:4]([C:17]([O:19][C:20]([CH3:23])([CH3:22])[CH3:21])=[O:18])[CH2:3]1.[S:24]1[C:28]2[CH:29]=[CH:30][CH:31]=[CH:32][C:27]=2[CH:26]=[C:25]1[C:33](O)=[O:34].C(Cl)CCl.C1C=C2C(N(O)N=NC2=CC=1)=O.CN1CCOCC1, predict the reaction product. The product is: [S:24]1[C:28]2[CH:29]=[CH:30][CH:31]=[CH:32][C:27]=2[CH:26]=[C:25]1[C:33]([NH:11][C@H:10]([C:9]([NH:8][CH2:7][C@H:6]1[C@@H:2]([OH:1])[CH2:3][N:4]([C:17]([O:19][C:20]([CH3:21])([CH3:23])[CH3:22])=[O:18])[CH2:5]1)=[O:16])[CH2:12][CH:13]([CH3:14])[CH3:15])=[O:34]. (2) Given the reactants [Cl:1][C:2]1[CH:7]=[C:6](Cl)[N:5]=[CH:4][N:3]=1.O.[NH2:10][NH2:11], predict the reaction product. The product is: [Cl:1][C:2]1[N:3]=[CH:4][N:5]=[C:6]([NH:10][NH2:11])[CH:7]=1.